Predict the reactants needed to synthesize the given product. From a dataset of Full USPTO retrosynthesis dataset with 1.9M reactions from patents (1976-2016). (1) Given the product [Cl:1][C:2]1[CH:7]=[C:6]([Cl:8])[CH:5]=[CH:4][C:3]=1[C:9]1[N:10]=[C:11](/[CH:18]=[CH:19]/[C:20]2[CH:25]=[CH:24][C:23]([C:26]3[CH:31]=[CH:30][C:29]([O:32][CH2:33][CH2:46][CH2:47][C:48]([OH:50])=[O:49])=[CH:28][CH:27]=3)=[CH:22][CH:21]=2)[N:12]([CH2:14][C:15](=[O:17])[NH:36][CH2:34][CH3:35])[CH:13]=1, predict the reactants needed to synthesize it. The reactants are: [Cl:1][C:2]1[CH:7]=[C:6]([Cl:8])[CH:5]=[CH:4][C:3]=1[C:9]1[N:10]=[C:11](/[CH:18]=[CH:19]/[C:20]2[CH:25]=[CH:24][C:23]([C:26]3[CH:31]=[CH:30][C:29]([O:32][CH3:33])=[CH:28][CH:27]=3)=[CH:22][CH:21]=2)[N:12]([CH2:14][C:15]([OH:17])=O)[CH:13]=1.[CH2:34]([NH2:36])[CH3:35].C1(O)C=CC=CC=1.BrC[CH2:46][CH2:47][C:48]([O:50]C)=[O:49]. (2) Given the product [Cl:16][C:8]1[CH:7]=[CH:6][C:5]([OH:10])=[C:4]([O:3][C:2]([F:11])([F:12])[F:1])[CH:9]=1, predict the reactants needed to synthesize it. The reactants are: [F:1][C:2]([F:12])([F:11])[O:3][C:4]1[CH:9]=[CH:8][CH:7]=[CH:6][C:5]=1[OH:10].S(Cl)([Cl:16])(=O)=O.C(=O)([O-])[O-].[Na+].[Na+].Cl. (3) Given the product [CH3:55][C:56]([NH:61][C:32](=[O:33])[O:34][C:35]([CH3:36])([CH3:37])[CH3:38])([C:70]1[O:1][N:2]=[C:3]([C:5]2[CH:10]=[CH:9][C:8]([C:11]3([C:18]4[CH:23]=[CH:22][C:21]([O:24][CH2:25][C:26]5[CH:31]=[CH:30][CH:29]=[CH:28][N:27]=5)=[CH:20][CH:19]=4)[CH2:16][CH:15]4[CH2:17][CH:12]3[CH2:13][CH2:14]4)=[CH:7][CH:6]=2)[N:4]=1)[CH3:57], predict the reactants needed to synthesize it. The reactants are: [OH:1][N:2]=[C:3]([C:5]1[CH:10]=[CH:9][C:8]([C:11]2([C:18]3[CH:23]=[CH:22][C:21]([O:24][CH2:25][C:26]4[CH:31]=[CH:30][CH:29]=[CH:28][N:27]=4)=[CH:20][CH:19]=3)[CH2:16][CH:15]3[CH2:17][CH:12]2[CH2:13][CH2:14]3)=[CH:7][CH:6]=1)[NH2:4].[C:32](CC(N)(C)C(O)=O)([O:34][C:35]([CH3:38])([CH3:37])[CH3:36])=[O:33].CN(C(ON1N=[N:61][C:56]2[CH:57]=CC=N[C:55]1=2)=[N+](C)C)C.F[P-](F)(F)(F)(F)F.[CH3:70]CN(C(C)C)C(C)C. (4) Given the product [Cl:11][C:12]1[CH:17]=[CH:16][N:15]=[C:14]([C:18]([NH:6][CH3:4])=[O:19])[CH:13]=1, predict the reactants needed to synthesize it. The reactants are: Cl.CN.[CH2:4]([N:6](CC)CC)C.[Cl:11][C:12]1[CH:17]=[CH:16][N:15]=[C:14]([C:18](Cl)=[O:19])[CH:13]=1. (5) The reactants are: [NH2:1][C:2]1[S:3][CH:4]=[C:5]([CH2:7][C:8]([O:10][CH2:11][CH3:12])=[O:9])[N:6]=1.[Cl:13][C:14]1[C:19]([Cl:20])=[CH:18][CH:17]=[CH:16][C:15]=1[S:21](Cl)(=[O:23])=[O:22]. Given the product [Cl:13][C:14]1[C:19]([Cl:20])=[CH:18][CH:17]=[CH:16][C:15]=1[S:21]([NH:1][C:2]1[S:3][CH:4]=[C:5]([CH2:7][C:8]([O:10][CH2:11][CH3:12])=[O:9])[N:6]=1)(=[O:23])=[O:22], predict the reactants needed to synthesize it. (6) Given the product [NH2:1][C:2]1[CH:3]=[C:4]([C:5]([N:15]2[C@@H:16]3[C@@H:21]([C:20]4[CH:22]=[CH:23][CH:24]=[CH:25][C:19]=4[CH2:18][CH2:17]3)[CH2:12][CH2:13][CH2:14]2)=[O:7])[CH:8]=[CH:9][C:10]=1[CH3:11], predict the reactants needed to synthesize it. The reactants are: [NH2:1][C:2]1[CH:3]=[C:4]([CH:8]=[CH:9][C:10]=1[CH3:11])[C:5]([OH:7])=O.[CH2:12]1[C@H:21]2[C@H:16]([CH2:17][CH2:18][C:19]3[CH:25]=[CH:24][CH:23]=[CH:22][C:20]=32)[NH:15][CH2:14][CH2:13]1.F[P-](F)(F)(F)(F)F.N1(OC(N(C)C)=[N+](C)C)C2N=CC=CC=2N=N1. (7) Given the product [CH3:48][C@H:46]1[O:45][C@@H:44]([CH3:49])[CH2:43][N:42]([C:27]2[C:26]([CH2:25][OH:24])=[CH:31][C:30]([C:32]([C:34]3[CH:39]=[CH:38][CH:37]=[CH:36][CH:35]=3)=[O:33])=[C:29]([F:40])[C:28]=2[F:41])[CH2:47]1, predict the reactants needed to synthesize it. The reactants are: [F-].C([NH3+])(C)(C)C.[Si]([O:24][CH2:25][C:26]1[C:27]([N:42]2[CH2:47][C@H:46]([CH3:48])[O:45][C@H:44]([CH3:49])[CH2:43]2)=[C:28]([F:41])[C:29]([F:40])=[C:30]([C:32]([C:34]2[CH:39]=[CH:38][CH:37]=[CH:36][CH:35]=2)=[O:33])[CH:31]=1)(C(C)(C)C)(C1C=CC=CC=1)C1C=CC=CC=1. (8) The reactants are: [Br:1][C:2]1[CH:11]=[C:10]2[C:5]([C:6](O)=[CH:7][CH:8]=[N:9]2)=[C:4]([CH3:13])[CH:3]=1.BrC1C=C(C)C=C2C=1C(O)=CC=N2.O=P(Cl)(Cl)[Cl:29]. Given the product [Br:1][C:2]1[CH:11]=[C:10]2[C:5]([C:6]([Cl:29])=[CH:7][CH:8]=[N:9]2)=[C:4]([CH3:13])[CH:3]=1, predict the reactants needed to synthesize it.